Dataset: Catalyst prediction with 721,799 reactions and 888 catalyst types from USPTO. Task: Predict which catalyst facilitates the given reaction. (1) Reactant: IC.[C:3](=O)([O-])[O-].[K+].[K+].[C:9]([O:13][C:14]([N:16]([CH3:26])[C@H:17]([C:22]([NH:24][CH3:25])=[O:23])[C:18](=[O:21])[O:19][CH3:20])=[O:15])([CH3:12])([CH3:11])[CH3:10]. Product: [C:9]([O:13][C:14]([N:16]([CH3:26])[C@:17]([CH3:3])([C:22]([NH:24][CH3:25])=[O:23])[C:18](=[O:21])[O:19][CH3:20])=[O:15])([CH3:11])([CH3:10])[CH3:12]. The catalyst class is: 10. (2) Reactant: Br[C:2]1[C:6]2[N:7]=[CH:8][N:9]=[C:10]([O:11][CH3:12])[C:5]=2[S:4][CH:3]=1.[CH:13]1(B(O)O)[CH2:15][CH2:14]1.C(=O)([O-])[O-].[K+].[K+].C1(C)C=CC=CC=1. Product: [CH:13]1([C:2]2[C:6]3[N:7]=[CH:8][N:9]=[C:10]([O:11][CH3:12])[C:5]=3[S:4][CH:3]=2)[CH2:15][CH2:14]1. The catalyst class is: 6. (3) Reactant: [CH:1]1([CH2:7][CH2:8][C@H:9]([NH:13][C:14]([C:16]2[NH:17][C:18]3[C:23]([CH:24]=2)=[CH:22][CH:21]=[CH:20][CH:19]=3)=[O:15])[C:10]([OH:12])=[O:11])[CH2:6][CH2:5][CH2:4][CH2:3][CH2:2]1.Cl.[CH2:26](OC(=O)[C@@H](N)CCC1CCCCC1)[CH3:27].N1C2C(=CC=CC=2)C=C1C(O)=O.CN(C(ON1N=NC2C=CC=NC1=2)=[N+](C)C)C.F[P-](F)(F)(F)(F)F.CCN(C(C)C)C(C)C. Product: [CH2:26]([O:11][C:10](=[O:12])[C@@H:9]([NH:13][C:14]([C:16]1[NH:17][C:18]2[C:23]([CH:24]=1)=[CH:22][CH:21]=[CH:20][CH:19]=2)=[O:15])[CH2:8][CH2:7][CH:1]1[CH2:6][CH2:5][CH2:4][CH2:3][CH2:2]1)[CH3:27]. The catalyst class is: 2. (4) Reactant: Cl[C:2]1[N:11]=[CH:10][CH:9]=[C:8]2[C:3]=1[CH:4]=[C:5]([C:27]1[CH:32]=[CH:31][CH:30]=[CH:29][CH:28]=1)[C:6]([C:12]1[CH:26]=[CH:25][C:15]([CH2:16][NH:17][C:18](=[O:24])[O:19][C:20]([CH3:23])([CH3:22])[CH3:21])=[CH:14][CH:13]=1)=[N:7]2.[NH3:33].CS(C)=O. Product: [NH2:33][C:2]1[N:11]=[CH:10][CH:9]=[C:8]2[C:3]=1[CH:4]=[C:5]([C:27]1[CH:32]=[CH:31][CH:30]=[CH:29][CH:28]=1)[C:6]([C:12]1[CH:26]=[CH:25][C:15]([CH2:16][NH:17][C:18](=[O:24])[O:19][C:20]([CH3:23])([CH3:22])[CH3:21])=[CH:14][CH:13]=1)=[N:7]2. The catalyst class is: 16. (5) Reactant: [F:1][C:2]1[CH:3]=[C:4]([N:21]2[CH2:25][C@H:24]([CH2:26][NH:27][C:28](=[O:30])[CH3:29])[O:23][C:22]2=[O:31])[CH:5]=[CH:6][C:7]=1[N:8]1[CH2:13][CH2:12][C:11](O)(COS(C)(=O)=O)[CH2:10][CH2:9]1.[CH2:32]([N:39]1[CH2:44][CH2:43][N:42]([C:45]2[N:46]=[N:47][NH:48][N:49]=2)[CH2:41][CH2:40]1)[C:33]1[CH:38]=[CH:37][CH:36]=[CH:35][CH:34]=1.C([O-])([O-])=O.[K+].[K+]. Product: [CH2:32]([N:39]1[CH2:44][CH2:43][N:42]([C:45]2[N:49]=[N:48][N:47]([CH:11]3[CH2:10][CH2:9][N:8]([C:7]4[CH:6]=[CH:5][C:4]([N:21]5[CH2:25][C@H:24]([CH2:26][NH:27][C:28](=[O:30])[CH3:29])[O:23][C:22]5=[O:31])=[CH:3][C:2]=4[F:1])[CH2:13][CH2:12]3)[N:46]=2)[CH2:41][CH2:40]1)[C:33]1[CH:34]=[CH:35][CH:36]=[CH:37][CH:38]=1. The catalyst class is: 9. (6) Reactant: [CH2:1]([O:8][C:9]([N:11]([CH3:23])[CH2:12][CH2:13][N:14]1[CH2:19][CH2:18][CH2:17][CH2:16][C@H:15]1[C:20]([OH:22])=O)=[O:10])[C:2]1[CH:7]=[CH:6][CH:5]=[CH:4][CH:3]=1.[CH3:24][O:25][CH2:26][CH2:27][O:28][CH2:29][CH2:30][O:31][CH2:32][CH2:33][O:34][CH2:35][CH2:36][O:37][CH2:38][CH2:39][O:40][CH2:41][CH2:42][O:43][CH2:44][CH2:45][O:46][CH2:47][CH2:48][NH2:49].CCN(C(C)C)C(C)C.CN(C(ON1N=NC2C=CC=NC1=2)=[N+](C)C)C.F[P-](F)(F)(F)(F)F. Product: [CH3:24][O:25][CH2:26][CH2:27][O:28][CH2:29][CH2:30][O:31][CH2:32][CH2:33][O:34][CH2:35][CH2:36][O:37][CH2:38][CH2:39][O:40][CH2:41][CH2:42][O:43][CH2:44][CH2:45][O:46][CH2:47][CH2:48][NH:49][C:20]([C@@H:15]1[CH2:16][CH2:17][CH2:18][CH2:19][N:14]1[CH2:13][CH2:12][N:11]([CH3:23])[C:9](=[O:10])[O:8][CH2:1][C:2]1[CH:3]=[CH:4][CH:5]=[CH:6][CH:7]=1)=[O:22]. The catalyst class is: 3.